Dataset: Full USPTO retrosynthesis dataset with 1.9M reactions from patents (1976-2016). Task: Predict the reactants needed to synthesize the given product. (1) Given the product [CH3:1][C:2]1[CH:3]=[CH:4][C:5]([C:6]([NH:8][C:9]2[CH:14]=[CH:13][C:12]([CH2:15][N:16]3[CH2:17][CH2:18][N:19]([CH3:22])[CH2:20][CH2:21]3)=[C:11]([C:23]([F:26])([F:24])[F:25])[CH:10]=2)=[O:7])=[CH:27][C:28]=1[C:39]1[CH:40]=[C:41]2[C:46](=[CH:47][CH:48]=1)[N:45]=[CH:44][N:43]=[CH:42]2, predict the reactants needed to synthesize it. The reactants are: [CH3:1][C:2]1[CH:28]=[CH:27][C:5]([C:6]([NH:8][C:9]2[CH:14]=[CH:13][C:12]([CH2:15][N:16]3[CH2:21][CH2:20][N:19]([CH3:22])[CH2:18][CH2:17]3)=[C:11]([C:23]([F:26])([F:25])[F:24])[CH:10]=2)=[O:7])=[CH:4][C:3]=1B1OC(C)(C)C(C)(C)O1.Br[C:39]1[CH:40]=[C:41]2[C:46](=[CH:47][CH:48]=1)[N:45]=[CH:44][N:43]=[CH:42]2. (2) Given the product [CH3:8][C:5]1[N:6]([CH3:7])[C:2]2=[N:1][C:26]([CH3:28])=[C:25]([CH2:24][C:23]([O:30][CH3:31])=[O:29])[C:9]([C:11]3[CH:16]=[CH:15][C:14]([CH3:17])=[CH:13][CH:12]=3)=[C:3]2[N:4]=1, predict the reactants needed to synthesize it. The reactants are: [NH2:1][C:2]1[N:6]([CH3:7])[C:5]([CH3:8])=[N:4][C:3]=1[C:9]([C:11]1[CH:16]=[CH:15][C:14]([CH3:17])=[CH:13][CH:12]=1)=O.Cl[Si](C)(C)C.[C:23]([O:30][CH3:31])(=[O:29])[CH2:24][CH2:25][C:26]([CH3:28])=O. (3) Given the product [Br:3][C:14]1[CH:13]=[CH:12][N:11]([CH2:16][CH:17]2[CH2:19][CH2:18]2)[C:10](=[O:20])[C:9]=1[CH:6]1[CH2:8][CH2:7]1, predict the reactants needed to synthesize it. The reactants are: P(Br)(Br)([Br:3])=O.[CH:6]1([C:9]2[C:10](=[O:20])[N:11]([CH2:16][CH:17]3[CH2:19][CH2:18]3)[CH:12]=[CH:13][C:14]=2O)[CH2:8][CH2:7]1. (4) Given the product [Cl:1][C:2]1[CH:3]=[C:4]2[C:9](=[CH:10][CH:11]=1)[CH2:8][N:7]([C:18]([C:17]1[CH:21]=[C:22]([S:25]([CH3:28])(=[O:27])=[O:26])[CH:23]=[CH:24][C:16]=1[S:15][CH:12]([CH3:14])[CH3:13])=[O:19])[CH2:6][CH2:5]2, predict the reactants needed to synthesize it. The reactants are: [Cl:1][C:2]1[CH:3]=[C:4]2[C:9](=[CH:10][CH:11]=1)[CH2:8][NH:7][CH2:6][CH2:5]2.[CH:12]([S:15][C:16]1[CH:24]=[CH:23][C:22]([S:25]([CH3:28])(=[O:27])=[O:26])=[CH:21][C:17]=1[C:18](O)=[O:19])([CH3:14])[CH3:13]. (5) Given the product [CH3:1][N:2]([CH3:18])[S:3]([N:6]1[C:10]([CH:20]=[O:19])=[CH:9][N:8]=[C:7]1[Si:11]([C:14]([CH3:15])([CH3:17])[CH3:16])([CH3:13])[CH3:12])(=[O:4])=[O:5], predict the reactants needed to synthesize it. The reactants are: [CH3:1][N:2]([CH3:18])[S:3]([N:6]1[CH:10]=[CH:9][N:8]=[C:7]1[Si:11]([C:14]([CH3:17])([CH3:16])[CH3:15])([CH3:13])[CH3:12])(=[O:5])=[O:4].[O:19]1CCC[CH2:20]1.C([Li])(CC)C.CCCCCC. (6) Given the product [OH:1][C:2]1([C:18]2[N:19]=[CH:20][N:21]([C:24]3[CH:25]=[C:26]([CH3:41])[CH:27]=[C:28]([NH:30][C:31]4[CH:36]=[C:35]([C:37]([F:38])([F:39])[F:40])[CH:34]=[CH:33][N:32]=4)[N:29]=3)[CH:22]=2)[CH2:7][CH2:6][N:5]([C:8]([O:10][CH2:11][C:12]2[CH:17]=[CH:16][CH:15]=[CH:14][CH:13]=2)=[O:9])[CH2:4][CH2:3]1, predict the reactants needed to synthesize it. The reactants are: [OH:1][C:2]1([C:18]2[N:19]=[CH:20][NH:21][CH:22]=2)[CH2:7][CH2:6][N:5]([C:8]([O:10][CH2:11][C:12]2[CH:17]=[CH:16][CH:15]=[CH:14][CH:13]=2)=[O:9])[CH2:4][CH2:3]1.Br[C:24]1[N:29]=[C:28]([NH:30][C:31]2[CH:36]=[C:35]([C:37]([F:40])([F:39])[F:38])[CH:34]=[CH:33][N:32]=2)[CH:27]=[C:26]([CH3:41])[CH:25]=1.N1CCC[C@H]1C(O)=O.C(=O)([O-])[O-].[K+].[K+]. (7) Given the product [CH3:27][O:26][CH:24]([C:22]1[CH:21]=[C:4]([CH:3]=[C:2]([B:28]2[O:32][C:31]([CH3:34])([CH3:33])[C:30]([CH3:36])([CH3:35])[O:29]2)[CH:23]=1)[CH2:5][O:6][C:7]1[CH:12]=[CH:11][CH:10]=[CH:9][C:8]=1[CH2:13][C:14]([O:16][C:17]([CH3:20])([CH3:19])[CH3:18])=[O:15])[CH3:25], predict the reactants needed to synthesize it. The reactants are: Br[C:2]1[CH:3]=[C:4]([CH:21]=[C:22]([CH:24]([O:26][CH3:27])[CH3:25])[CH:23]=1)[CH2:5][O:6][C:7]1[CH:12]=[CH:11][CH:10]=[CH:9][C:8]=1[CH2:13][C:14]([O:16][C:17]([CH3:20])([CH3:19])[CH3:18])=[O:15].[B:28]1([B:28]2[O:32][C:31]([CH3:34])([CH3:33])[C:30]([CH3:36])([CH3:35])[O:29]2)[O:32][C:31]([CH3:34])([CH3:33])[C:30]([CH3:36])([CH3:35])[O:29]1.C([O-])(=O)C.[K+].C(Cl)Cl.